Dataset: Full USPTO retrosynthesis dataset with 1.9M reactions from patents (1976-2016). Task: Predict the reactants needed to synthesize the given product. (1) Given the product [Br:1][C:2]1[CH:3]=[CH:4][C:5]([N:9]2[CH2:14][CH2:13][O:12][CH2:11][CH2:10]2)=[N:6][CH:7]=1, predict the reactants needed to synthesize it. The reactants are: [Br:1][C:2]1[CH:3]=[CH:4][C:5](Cl)=[N:6][CH:7]=1.[NH:9]1[CH2:14][CH2:13][O:12][CH2:11][CH2:10]1. (2) Given the product [Cl:1][C:2]1[C:7]([Cl:8])=[C:6]([S:9](=[O:18])(=[O:19])[NH:10][C@@H:11]([CH2:16][CH3:17])[C:12]([F:15])([F:13])[F:14])[CH:5]=[CH:4][C:3]=1[C:20]1[S:24][C:23]([C:25]2[O:26][C:29]([CH2:30][C:31]([CH3:36])([CH3:37])[C:32]([O:34][CH3:35])=[O:33])=[N:28][N:27]=2)=[N:22][C:21]=1[CH2:39][N:40]1[CH2:45][CH2:44][CH2:43][C:42]([F:46])([F:47])[CH2:41]1, predict the reactants needed to synthesize it. The reactants are: [Cl:1][C:2]1[C:7]([Cl:8])=[C:6]([S:9](=[O:19])(=[O:18])[NH:10][C@@H:11]([CH2:16][CH3:17])[C:12]([F:15])([F:14])[F:13])[CH:5]=[CH:4][C:3]=1[C:20]1[S:24][C:23]([C:25]([NH:27][NH:28][C:29](=O)[CH2:30][C:31]([CH3:37])([CH3:36])[C:32]([O:34][CH3:35])=[O:33])=[O:26])=[N:22][C:21]=1[CH2:39][N:40]1[CH2:45][CH2:44][CH2:43][C:42]([F:47])([F:46])[CH2:41]1.S(Cl)(C1C=CC(C)=CC=1)(=O)=O.O. (3) Given the product [Cl:1][C:2]1[CH:9]=[C:8]([NH:14][C:15]2[CH:20]=[CH:19][C:18]([CH2:21][CH2:22][OH:23])=[CH:17][CH:16]=2)[C:7]([N+:11]([O-:13])=[O:12])=[CH:6][C:3]=1[C:4]#[N:5], predict the reactants needed to synthesize it. The reactants are: [Cl:1][C:2]1[CH:9]=[C:8](Cl)[C:7]([N+:11]([O-:13])=[O:12])=[CH:6][C:3]=1[C:4]#[N:5].[NH2:14][C:15]1[CH:20]=[CH:19][C:18]([CH2:21][CH2:22][OH:23])=[CH:17][CH:16]=1.